This data is from Peptide-MHC class I binding affinity with 185,985 pairs from IEDB/IMGT. The task is: Regression. Given a peptide amino acid sequence and an MHC pseudo amino acid sequence, predict their binding affinity value. This is MHC class I binding data. The peptide sequence is DETFVHSGF. The MHC is HLA-B46:01 with pseudo-sequence HLA-B46:01. The binding affinity (normalized) is 0.0847.